From a dataset of Full USPTO retrosynthesis dataset with 1.9M reactions from patents (1976-2016). Predict the reactants needed to synthesize the given product. Given the product [F:34][C:31]([F:32])([F:33])[C:28]1[CH:29]=[CH:30][C:25]([C:11]2[CH:10]=[C:9]([CH:4]([CH2:5][CH:6]([CH3:8])[CH3:7])[C:3]([OH:35])=[O:2])[CH:14]=[C:13]([C:15]3[CH:16]=[CH:17][C:18]([C:21]([F:24])([F:23])[F:22])=[CH:19][CH:20]=3)[N:12]=2)=[CH:26][CH:27]=1, predict the reactants needed to synthesize it. The reactants are: C[O:2][C:3](=[O:35])[CH:4]([C:9]1[CH:14]=[C:13]([C:15]2[CH:20]=[CH:19][C:18]([C:21]([F:24])([F:23])[F:22])=[CH:17][CH:16]=2)[N:12]=[C:11]([C:25]2[CH:30]=[CH:29][C:28]([C:31]([F:34])([F:33])[F:32])=[CH:27][CH:26]=2)[CH:10]=1)[CH2:5][CH:6]([CH3:8])[CH3:7].C(O)(=O)CC(CC(O)=O)(C(O)=O)O.